Task: Predict the product of the given reaction.. Dataset: Forward reaction prediction with 1.9M reactions from USPTO patents (1976-2016) (1) Given the reactants [CH:1]([C:4]1[CH:19]=[CH:18][C:7]([C:8]([NH:10][NH:11][CH2:12]C(OCC)=O)=[O:9])=[CH:6][CH:5]=1)([CH3:3])[CH3:2].P(Cl)(Cl)(Cl)=[O:21], predict the reaction product. The product is: [CH:1]([C:4]1[CH:19]=[CH:18][C:7]([C:8]2[O:9][C:12](=[O:21])[NH:11][N:10]=2)=[CH:6][CH:5]=1)([CH3:3])[CH3:2]. (2) The product is: [C:1]([NH:4][C:5]1[C:13]([N+:15]([O-:17])=[O:16])=[C:9]([C:8]([Br:14])=[CH:7][CH:6]=1)[C:10]([OH:12])=[O:11])(=[O:3])[CH3:2]. Given the reactants [C:1]([NH:4][C:5]1[CH:6]=[CH:7][C:8]([Br:14])=[C:9]([CH:13]=1)[C:10]([OH:12])=[O:11])(=[O:3])[CH3:2].[N+:15]([O-])([OH:17])=[O:16], predict the reaction product. (3) Given the reactants C([O:8][N:9]1[C:15](=[O:16])[N:14]2[CH2:17][C@H:10]1[CH2:11][CH2:12][C@@H:13]2[C:18]([NH:20][NH:21][S:22]([CH3:25])(=[O:24])=[O:23])=[O:19])C1C=CC=CC=1.[H][H], predict the reaction product. The product is: [OH:8][N:9]1[C:15](=[O:16])[N:14]2[CH2:17][C@H:10]1[CH2:11][CH2:12][C@@H:13]2[C:18]([NH:20][NH:21][S:22]([CH3:25])(=[O:24])=[O:23])=[O:19].